This data is from Full USPTO retrosynthesis dataset with 1.9M reactions from patents (1976-2016). The task is: Predict the reactants needed to synthesize the given product. (1) Given the product [CH3:39][C:35]([CH3:40])([CH2:34][NH:33][C:31]([O:30][CH2:23][C:24]1[CH:29]=[CH:28][CH:27]=[CH:26][CH:25]=1)=[O:32])[C:36]([O:1][C@H:2]1[CH2:19][CH2:18][C@@:17]2([CH3:20])[CH:4]([C:5](=[O:22])[CH2:6][C@@H:7]3[C@@H:16]2[CH2:15][CH2:14][C@@:12]2([CH3:13])[C@H:8]3[CH2:9][CH2:10][C:11]2=[O:21])[CH2:3]1)=[O:37], predict the reactants needed to synthesize it. The reactants are: [OH:1][C@H:2]1[CH2:19][CH2:18][C@@:17]2([CH3:20])[CH:4]([C:5](=[O:22])[CH2:6][C@@H:7]3[C@@H:16]2[CH2:15][CH2:14][C@@:12]2([CH3:13])[C@H:8]3[CH2:9][CH2:10][C:11]2=[O:21])[CH2:3]1.[CH2:23]([O:30][C:31]([NH:33][CH2:34][C:35]([CH3:40])([CH3:39])[C:36](O)=[O:37])=[O:32])[C:24]1[CH:29]=[CH:28][CH:27]=[CH:26][CH:25]=1. (2) The reactants are: [Cl:1][CH2:2][C:3](Cl)=[O:4].[F:6][C:7]1[C:8]([CH3:14])=[C:9]([CH:11]=[CH:12][CH:13]=1)[NH2:10].C(=O)(O)[O-].[Na+]. Given the product [Cl:1][CH2:2][C:3]([NH:10][C:9]1[CH:11]=[CH:12][CH:13]=[C:7]([F:6])[C:8]=1[CH3:14])=[O:4], predict the reactants needed to synthesize it. (3) Given the product [CH2:15]([CH:7]1[C:8]2[C:13](=[CH:12][CH:11]=[CH:10][CH:9]=2)[C:14]2[CH:1]=[CH:2][CH:3]=[CH:4][C:5]=2[NH:6]1)[CH3:16], predict the reactants needed to synthesize it. The reactants are: [CH:1]1[C:14]2[C:5](=[N:6][CH:7]=[C:8]3[C:13]=2[CH:12]=[CH:11][CH:10]=[CH:9]3)[CH:4]=[CH:3][CH:2]=1.[CH2:15](OCC)[CH3:16]. (4) Given the product [F:29][C:30]1[CH:38]=[CH:37][CH:36]=[C:35]([F:39])[C:31]=1[C:32]([NH:21][C:18]1[CH:19]=[CH:20][N:16]([CH2:15][C:10]2[CH:11]=[CH:12][CH:13]=[CH:14][C:9]=2[O:8][CH2:7][C:1]2[CH:2]=[CH:3][CH:4]=[CH:5][CH:6]=2)[N:17]=1)=[O:33], predict the reactants needed to synthesize it. The reactants are: [C:1]1([CH2:7][O:8][C:9]2[CH:14]=[CH:13][CH:12]=[CH:11][C:10]=2[CH2:15][N:16]2[CH:20]=[CH:19][C:18]([NH2:21])=[N:17]2)[CH:6]=[CH:5][CH:4]=[CH:3][CH:2]=1.C(N(CC)CC)C.[F:29][C:30]1[CH:38]=[CH:37][CH:36]=[C:35]([F:39])[C:31]=1[C:32](Cl)=[O:33]. (5) Given the product [CH:30]([C:4]1[CH:5]=[CH:6][N:1]=[C:2]([C:7]2[CH:8]=[CH:9][C:10]([CH2:11][OH:12])=[CH:13][CH:14]=2)[CH:3]=1)=[O:32], predict the reactants needed to synthesize it. The reactants are: [N:1]1[CH:6]=[CH:5][CH:4]=[CH:3][C:2]=1[C:7]1[CH:14]=[CH:13][C:10]([CH2:11][OH:12])=[CH:9][CH:8]=1.[Cr](Cl)([O-])(=O)=O.[NH+]1C=CC=CC=1.CS(C)=O.[C:30](OC(=O)C)(=[O:32])C.C(O)C1C=CC=CC=1.C(=O)C1C=CC=CC=1.C1(C(N)=O)C2C(CCCC2)CCN1.BrC1C=C(C=O)C=CN=1. (6) Given the product [C:23]([C:20]1[N:19]=[CH:18][C:17]([NH:16][C:14]([C:13]2[O:6][C:5]3[CH:7]=[CH:8][CH:9]=[CH:10][C:4]=3[CH:3]=2)=[O:15])=[CH:22][CH:21]=1)#[N:24], predict the reactants needed to synthesize it. The reactants are: [H-].[Na+].[CH:3](=O)[C:4]1[C:5](=[CH:7][CH:8]=[CH:9][CH:10]=1)[OH:6].Cl[CH2:13][C:14]([NH:16][C:17]1[CH:18]=[N:19][C:20]([C:23]#[N:24])=[CH:21][CH:22]=1)=[O:15].C[O-].[Na+].